This data is from Catalyst prediction with 721,799 reactions and 888 catalyst types from USPTO. The task is: Predict which catalyst facilitates the given reaction. (1) Reactant: [CH:1]([NH:4][CH2:5][CH2:6][NH2:7])([CH3:3])[CH3:2].C(=O)([O-])[O-].[K+].[K+].F[C:15]1[CH:20]=[CH:19][C:18]([N+:21]([O-:23])=[O:22])=[CH:17][CH:16]=1. Product: [CH:1]([NH:4][CH2:5][CH2:6][NH:7][C:15]1[CH:20]=[CH:19][C:18]([N+:21]([O-:23])=[O:22])=[CH:17][CH:16]=1)([CH3:3])[CH3:2]. The catalyst class is: 3. (2) Reactant: [CH2:1]([O:8][C:9]1[CH:14]=[CH:13][CH:12]=[CH:11][C:10]=1Br)[C:2]1[CH:7]=[CH:6][CH:5]=[CH:4][CH:3]=1.[Mg].[CH3:17][O:18][C:19]([C:21]1[CH:26]=[CH:25][C:24]([CH:27]=[O:28])=[CH:23][CH:22]=1)=[O:20].Cl. Product: [CH2:1]([O:8][C:9]1[CH:14]=[CH:13][CH:12]=[CH:11][C:10]=1[CH:27]([OH:28])[C:24]1[CH:23]=[CH:22][C:21]([C:19]([O:18][CH3:17])=[O:20])=[CH:26][CH:25]=1)[C:2]1[CH:7]=[CH:6][CH:5]=[CH:4][CH:3]=1. The catalyst class is: 30. (3) Reactant: [O:1]1[C:5]2[CH:6]=[CH:7][C:8]([C:10]([O:12]C)=[O:11])=[CH:9][C:4]=2[CH:3]=[CH:2]1.[Br:14]Br.C(=O)(O)[O-].[Na+].C([O-])([O-])=O.[K+].[K+]. Product: [Br:14][C:3]1[C:4]2[CH:9]=[C:8]([C:10]([OH:12])=[O:11])[CH:7]=[CH:6][C:5]=2[O:1][CH:2]=1. The catalyst class is: 2. (4) Reactant: Cl.[Cl:2][C:3]1[CH:8]=[C:7]([Cl:9])[CH:6]=[CH:5][C:4]=1[NH:10][NH2:11].[CH2:12]([O:14][C:15]([C:17]#[C:18][C:19](OCC)=[O:20])=[O:16])[CH3:13].C(=O)([O-])[O-].[K+].[K+]. Product: [CH2:12]([O:14][C:15]([C:17]1[CH:18]=[C:19]([OH:20])[N:10]([C:4]2[CH:5]=[CH:6][C:7]([Cl:9])=[CH:8][C:3]=2[Cl:2])[N:11]=1)=[O:16])[CH3:13]. The catalyst class is: 8.